Dataset: Catalyst prediction with 721,799 reactions and 888 catalyst types from USPTO. Task: Predict which catalyst facilitates the given reaction. (1) Reactant: [OH:1][C:2]1([C:5]([OH:7])=O)[CH2:4][CH2:3]1.CN(C(ON1N=NC2C=CC=CC1=2)=[N+](C)C)C.F[P-](F)(F)(F)(F)F.CCN(C(C)C)C(C)C.Cl.[N:42]1([C:48]([C:50]2[CH:55]=[CH:54][C:53]([C:56]3[CH:70]=[CH:69][C:59]4[C:60]([NH:63][C:64]([CH:66]5[CH2:68][CH2:67]5)=[O:65])=[N:61][O:62][C:58]=4[CH:57]=3)=[CH:52][CH:51]=2)=[O:49])[CH2:47][CH2:46][NH:45][CH2:44][CH2:43]1. Product: [OH:1][C:2]1([C:5]([N:45]2[CH2:44][CH2:43][N:42]([C:48]([C:50]3[CH:55]=[CH:54][C:53]([C:56]4[CH:70]=[CH:69][C:59]5[C:60]([NH:63][C:64]([CH:66]6[CH2:68][CH2:67]6)=[O:65])=[N:61][O:62][C:58]=5[CH:57]=4)=[CH:52][CH:51]=3)=[O:49])[CH2:47][CH2:46]2)=[O:7])[CH2:4][CH2:3]1. The catalyst class is: 454. (2) Reactant: [CH2:1]([N:8]1[C:20]2[C:11](=[C:12]3[C:17](=[C:18]4[CH:24]=[C:23]([F:25])[CH:22]=[CH:21][C:19]4=2)[C:16](=[O:26])[NH:15][CH:14]=[CH:13]3)[N:10]=[C:9]1[Cl:27])[C:2]1[CH:7]=[CH:6][CH:5]=[CH:4][CH:3]=1.CC(C)([O-])C.[K+].[CH3:34][Si:35]([CH3:42])([CH3:41])[CH2:36][CH2:37][O:38][CH2:39]Cl.O. Product: [CH2:1]([N:8]1[C:20]2[C:11](=[C:12]3[C:17](=[C:18]4[CH:24]=[C:23]([F:25])[CH:22]=[CH:21][C:19]4=2)[C:16](=[O:26])[N:15]([CH2:39][O:38][CH2:37][CH2:36][Si:35]([CH3:42])([CH3:41])[CH3:34])[CH:14]=[CH:13]3)[N:10]=[C:9]1[Cl:27])[C:2]1[CH:3]=[CH:4][CH:5]=[CH:6][CH:7]=1. The catalyst class is: 7. (3) Reactant: [N:1]([C@H:4]([C@H:7]([OH:17])[CH2:8][O:9][CH2:10][C:11]1[CH:16]=[CH:15][CH:14]=[CH:13][CH:12]=1)[CH2:5][OH:6])=[N+:2]=[N-:3].C(N([CH2:23][CH3:24])CC)C.[C:25]1([CH3:35])[CH:30]=[CH:29][C:28]([S:31](Cl)(=[O:33])=[O:32])=[CH:27][CH:26]=1. Product: [CH3:35][C:25]1[CH:30]=[CH:29][C:28]([S:31]([O:6][CH2:5][C@H:4]([N:1]=[N+:2]=[N-:3])[C@H:7]([O:17][S:31]([C:28]2[CH:29]=[CH:30][C:23]([CH3:24])=[CH:26][CH:27]=2)(=[O:33])=[O:32])[CH2:8][O:9][CH2:10][C:11]2[CH:16]=[CH:15][CH:14]=[CH:13][CH:12]=2)(=[O:33])=[O:32])=[CH:27][CH:26]=1. The catalyst class is: 119.